From a dataset of Peptide-MHC class II binding affinity with 134,281 pairs from IEDB. Regression. Given a peptide amino acid sequence and an MHC pseudo amino acid sequence, predict their binding affinity value. This is MHC class II binding data. (1) The peptide sequence is QLSALWARFPLPVIP. The MHC is DRB1_1201 with pseudo-sequence DRB1_1201. The binding affinity (normalized) is 0.388. (2) The peptide sequence is TLWQRPLVTIKIGGQLMEAL. The MHC is DRB1_0405 with pseudo-sequence DRB1_0405. The binding affinity (normalized) is 0.246. (3) The peptide sequence is PSPVRDHYILYCEGEL. The MHC is DRB1_1501 with pseudo-sequence DRB1_1501. The binding affinity (normalized) is 0.519. (4) The peptide sequence is GWNDWENVPFCSHHF. The MHC is DRB1_0404 with pseudo-sequence DRB1_0404. The binding affinity (normalized) is 0. (5) The peptide sequence is AAFNNAIKAGTGGAY. The MHC is DRB1_1201 with pseudo-sequence DRB1_1201. The binding affinity (normalized) is 0.574. (6) The peptide sequence is GELAIVDKIDAAFKI. The MHC is DRB1_0101 with pseudo-sequence DRB1_0101. The binding affinity (normalized) is 0.567. (7) The peptide sequence is PTFAKAMEKLSVLKV. The MHC is HLA-DQA10401-DQB10402 with pseudo-sequence HLA-DQA10401-DQB10402. The binding affinity (normalized) is 0.194. (8) The binding affinity (normalized) is 0. The MHC is DRB5_0101 with pseudo-sequence DRB5_0101. The peptide sequence is QVHFQPLAAAAAAKS. (9) The peptide sequence is MNALRRLPVICSFLV. The MHC is DRB4_0101 with pseudo-sequence DRB4_0103. The binding affinity (normalized) is 0.839. (10) The peptide sequence is QWKTANEAVQDPKFW. The MHC is DRB3_0301 with pseudo-sequence DRB3_0301. The binding affinity (normalized) is 0.389.